This data is from Full USPTO retrosynthesis dataset with 1.9M reactions from patents (1976-2016). The task is: Predict the reactants needed to synthesize the given product. (1) Given the product [CH3:27][O:26][C:22]1[CH:21]=[C:20]([C:3](=[O:28])[CH2:4][O:5][C:6]2[CH:19]=[CH:18][C:9]([CH2:10][CH:11]3[S:15][C:14](=[O:16])[NH:13][C:12]3=[O:17])=[CH:8][CH:7]=2)[CH:25]=[CH:24][CH:23]=1, predict the reactants needed to synthesize it. The reactants are: O/N=[C:3](/[C:20]1[CH:25]=[CH:24][CH:23]=[C:22]([O:26][CH3:27])[CH:21]=1)\[CH2:4][O:5][C:6]1[CH:19]=[CH:18][C:9]([CH2:10][CH:11]2[S:15][C:14](=[O:16])[NH:13][C:12]2=[O:17])=[CH:8][CH:7]=1.[OH-:28].[Na+].CO.C(Cl)Cl. (2) Given the product [CH3:31][O:32][C:33]1[CH:34]=[C:35]([CH:39]=[CH:40][CH:41]=1)[C:36]([NH:1][C:2]1[C:11]([C:12]#[N:13])=[C:10]([NH:14][CH2:15][C:16]2[CH:17]=[CH:18][CH:19]=[CH:20][CH:21]=2)[C:9]2[C:4](=[CH:5][CH:6]=[C:7]([N:22]3[CH2:23][CH2:24][N:25]([C:28](=[O:30])[CH3:29])[CH2:26][CH2:27]3)[CH:8]=2)[N:3]=1)=[O:37], predict the reactants needed to synthesize it. The reactants are: [NH2:1][C:2]1[C:11]([C:12]#[N:13])=[C:10]([NH:14][CH2:15][C:16]2[CH:21]=[CH:20][CH:19]=[CH:18][CH:17]=2)[C:9]2[C:4](=[CH:5][CH:6]=[C:7]([N:22]3[CH2:27][CH2:26][N:25]([C:28](=[O:30])[CH3:29])[CH2:24][CH2:23]3)[CH:8]=2)[N:3]=1.[CH3:31][O:32][C:33]1[CH:34]=[C:35]([CH:39]=[CH:40][CH:41]=1)[C:36](Cl)=[O:37].